Dataset: NCI-60 drug combinations with 297,098 pairs across 59 cell lines. Task: Regression. Given two drug SMILES strings and cell line genomic features, predict the synergy score measuring deviation from expected non-interaction effect. Drug 1: CCC1=C2CN3C(=CC4=C(C3=O)COC(=O)C4(CC)O)C2=NC5=C1C=C(C=C5)O. Drug 2: C(=O)(N)NO. Cell line: COLO 205. Synergy scores: CSS=18.0, Synergy_ZIP=-5.36, Synergy_Bliss=0.187, Synergy_Loewe=-36.2, Synergy_HSA=-1.07.